From a dataset of Full USPTO retrosynthesis dataset with 1.9M reactions from patents (1976-2016). Predict the reactants needed to synthesize the given product. (1) Given the product [CH3:45][O:3][C:2]([C:5]1[CH:10]=[C:9]([CH2:11][O:12][C:13]([C:15]2[N:16]([CH2:33][C:34]3[CH:39]=[CH:38][CH:37]=[CH:36][CH:35]=3)[C:17](=[O:32])[C:18]3[C:23]([C:24]=2[C:25]2[CH:30]=[CH:29][CH:28]=[CH:27][CH:26]=2)=[CH:22][C:21]([Br:31])=[CH:20][CH:19]=3)=[O:14])[CH:8]=[CH:7][N:6]=1)=[O:4], predict the reactants needed to synthesize it. The reactants are: Cl.[C:2]([C:5]1[CH:10]=[C:9]([CH2:11][O:12][C:13]([C:15]2[N:16]([CH2:33][C:34]3[CH:39]=[CH:38][CH:37]=[CH:36][CH:35]=3)[C:17](=[O:32])[C:18]3[C:23]([C:24]=2[C:25]2[CH:30]=[CH:29][CH:28]=[CH:27][CH:26]=2)=[CH:22][C:21]([Br:31])=[CH:20][CH:19]=3)=[O:14])[CH:8]=[CH:7][N:6]=1)([OH:4])=[O:3].S(=O)(=O)(O)O.[CH3:45]O. (2) Given the product [CH3:22][O:23][C:24](=[O:33])[CH2:25][C:26]1[CH:31]=[CH:30][C:29]([C:20]#[C:19][C:9]2[CH:8]=[C:7]([O:43][CH3:41])[C:6]3[CH:5]([N:4]([CH:1]4[CH2:2][CH2:3]4)[CH3:21])[CH2:14][CH2:13][C:12]([CH3:16])([CH3:15])[C:11]=3[CH:10]=2)=[CH:28][CH:27]=1, predict the reactants needed to synthesize it. The reactants are: [CH:1]1([N:4]([CH3:21])[CH:5]2[CH2:14][CH2:13][C:12]([CH3:16])([CH3:15])[C:11]3[C:10](OC)=[C:9]([C:19]#[CH:20])[CH:8]=[CH:7][C:6]2=3)[CH2:3][CH2:2]1.[CH3:22][O:23][C:24](=[O:33])[CH2:25][C:26]1[CH:31]=[CH:30][C:29](I)=[CH:28][CH:27]=1.C(N(CC)CC)C.[C:41](OCC)(=[O:43])C. (3) Given the product [CH3:20][C:21]1[C:25]([C:2]2[CH:3]=[C:4]3[C:9](=[CH:10][CH:11]=2)[NH:8][C:7](=[O:12])[N:6]([CH3:13])[CH:5]3[C:14]2[CH:19]=[CH:18][CH:17]=[CH:16][CH:15]=2)=[C:24]([CH3:29])[O:23][N:22]=1, predict the reactants needed to synthesize it. The reactants are: Br[C:2]1[CH:3]=[C:4]2[C:9](=[CH:10][CH:11]=1)[NH:8][C:7](=[O:12])[N:6]([CH3:13])[CH:5]2[C:14]1[CH:19]=[CH:18][CH:17]=[CH:16][CH:15]=1.[CH3:20][C:21]1[C:25](B(O)O)=[C:24]([CH3:29])[O:23][N:22]=1. (4) Given the product [Si:16]([O:23][CH2:24][CH2:25][O:14][C:11]1[CH:10]=[C:9]([F:15])[C:8]([Cl:7])=[N:13][CH:12]=1)([C:19]([CH3:22])([CH3:21])[CH3:20])([CH3:18])[CH3:17], predict the reactants needed to synthesize it. The reactants are: C([O-])([O-])=O.[K+].[K+].[Cl:7][C:8]1[N:13]=[CH:12][C:11]([OH:14])=[CH:10][C:9]=1[F:15].[Si:16]([O:23][CH2:24][CH2:25]Br)([C:19]([CH3:22])([CH3:21])[CH3:20])([CH3:18])[CH3:17]. (5) Given the product [N:1]1[C:14]2[C:5](=[C:6]([NH:15][C:16](=[O:17])[CH2:18][CH2:19][CH2:20][CH2:21][CH2:22][CH2:23][CH2:24][CH2:25][C:26](=[C:34]3[C:32](=[O:33])[CH2:31][C:30]([CH3:38])([CH3:29])[CH2:37][C:35]3=[O:36])[OH:27])[CH:7]=[C:8]3[C:13]=2[N:12]=[CH:11][CH:10]=[CH:9]3)[CH:4]=[CH:3][CH:2]=1, predict the reactants needed to synthesize it. The reactants are: [N:1]1[C:14]2[C:5](=[C:6]([NH:15][C:16]([CH2:18][CH2:19][CH2:20][CH2:21][CH2:22][CH2:23][CH2:24][CH2:25][C:26](O)=[O:27])=[O:17])[CH:7]=[C:8]3[C:13]=2[N:12]=[CH:11][CH:10]=[CH:9]3)[CH:4]=[CH:3][CH:2]=1.[CH3:29][C:30]1([CH3:38])[CH2:37][C:35](=[O:36])[CH2:34][C:32](=[O:33])[CH2:31]1.C1(N=C=NC2CCCCC2)CCCCC1. (6) Given the product [C@@H:24]1([N:6]([CH2:5][C:4]2[CH:34]=[C:35]([C:41]3[CH:40]=[C:39]([O:38][CH3:37])[C:44]([O:45][CH3:46])=[C:43]([O:47][CH3:48])[CH:42]=3)[CH:36]=[CH:2][CH:3]=2)[C:7]([C:9]2[CH:14]=[C:13]([C:15]([OH:17])=[O:16])[C:12]([C:18]([OH:20])=[O:19])=[CH:11][C:10]=2[C:21]([OH:23])=[O:22])=[O:8])[C:33]2[C:28](=[CH:29][CH:30]=[CH:31][CH:32]=2)[CH2:27][CH2:26][CH2:25]1, predict the reactants needed to synthesize it. The reactants are: Br[C:2]1[CH:3]=[C:4]([CH:34]=[CH:35][CH:36]=1)[CH2:5][N:6]([C@@H:24]1[C:33]2[C:28](=[CH:29][CH:30]=[CH:31][CH:32]=2)[CH2:27][CH2:26][CH2:25]1)[C:7]([C:9]1[CH:14]=[C:13]([C:15]([OH:17])=[O:16])[C:12]([C:18]([OH:20])=[O:19])=[CH:11][C:10]=1[C:21]([OH:23])=[O:22])=[O:8].[CH3:37][O:38][C:39]1[CH:40]=[C:41](B(O)O)[CH:42]=[C:43]([O:47][CH3:48])[C:44]=1[O:45][CH3:46]. (7) Given the product [O:1]1[CH2:2][CH2:3][N:4]([S:7]([CH:10]([C:11]([C:13]2[CH:18]=[CH:17][C:16]([F:19])=[CH:15][CH:14]=2)=[O:12])[CH2:26][C:27]2[CH:32]=[CH:31][CH:30]=[CH:29][CH:28]=2)(=[O:8])=[O:9])[CH2:5][CH2:6]1, predict the reactants needed to synthesize it. The reactants are: [O:1]1[CH2:6][CH2:5][N:4]([S:7]([CH2:10][C:11]([C:13]2[CH:18]=[CH:17][C:16]([F:19])=[CH:15][CH:14]=2)=[O:12])(=[O:9])=[O:8])[CH2:3][CH2:2]1.C(=O)([O-])[O-].[K+].[K+].[CH2:26](Br)[C:27]1[CH:32]=[CH:31][CH:30]=[CH:29][CH:28]=1.[I-].[K+]. (8) Given the product [Cl:25][C:18]1[N:17]=[C:16]([N:5]2[CH:6]=[C:2]([CH3:1])[N:3]=[C:4]2[CH2:7][CH2:8][C:9]([F:12])([F:11])[F:10])[C:21]([N+:22]([O-:24])=[O:23])=[CH:20][CH:19]=1, predict the reactants needed to synthesize it. The reactants are: [CH3:1][C:2]1[N:3]=[C:4]([CH2:7][CH2:8][C:9]([F:12])([F:11])[F:10])[NH:5][CH:6]=1.[OH-].[K+].Cl[C:16]1[C:21]([N+:22]([O-:24])=[O:23])=[CH:20][CH:19]=[C:18]([Cl:25])[N:17]=1. (9) Given the product [Cl:1][C:2]1[C:11]2[C:6](=[CH:7][CH:8]=[C:9]([OH:12])[CH:10]=2)[N:5]=[CH:4][CH:3]=1, predict the reactants needed to synthesize it. The reactants are: [Cl:1][C:2]1[C:11]2[C:6](=[CH:7][CH:8]=[C:9]([O:12]C)[CH:10]=2)[N:5]=[CH:4][CH:3]=1.I.O. (10) Given the product [Cl:34][C:35]1[CH:36]=[CH:37][C:38]([NH:41][C:12](=[O:13])[C@@H:11]([N:9]2[CH2:10][C:6]3[CH2:5][C:4]4[C:3]([O:2][CH3:1])=[CH:27][CH:26]=[CH:25][C:24]=4[O:23][C:7]=3[C:8]2=[O:22])[CH2:15][CH:16]2[CH2:17][CH2:18][CH2:19][CH2:20][CH2:21]2)=[N:39][CH:40]=1, predict the reactants needed to synthesize it. The reactants are: [CH3:1][O:2][C:3]1[C:4]2[CH2:5][C:6]3[CH2:10][N:9]([C@@H:11]([CH2:15][CH:16]4[CH2:21][CH2:20][CH2:19][CH2:18][CH2:17]4)[C:12](O)=[O:13])[C:8](=[O:22])[C:7]=3[O:23][C:24]=2[CH:25]=[CH:26][CH:27]=1.C(Cl)(=O)C(Cl)=O.[Cl:34][C:35]1[CH:36]=[CH:37][C:38]([NH2:41])=[N:39][CH:40]=1.